Task: Predict the reaction yield, written as a fraction of the theoretical maximum amount of product (1.0 means a 100% yield; for example, 0.34 means a 34% yield).. Dataset: Reaction yield outcomes from USPTO patents with 853,638 reactions (1) The reactants are I[C:2]1[C:7]([Br:8])=[CH:6][C:5]([Br:9])=[CH:4][N:3]=1.[F-].[K+].[F:12][C:13]([Si](C)(C)C)([F:15])[F:14].N. The catalyst is CN1C(=O)CCC1.[Cu]I. The product is [Br:8][C:7]1[C:2]([C:13]([F:15])([F:14])[F:12])=[N:3][CH:4]=[C:5]([Br:9])[CH:6]=1. The yield is 0.460. (2) The reactants are C[O:2][C:3](=[O:21])[CH:4]([C:14]1[CH:19]=[CH:18][C:17]([CH3:20])=[CH:16][CH:15]=1)[CH2:5][NH:6][C:7]([O:9][C:10]([CH3:13])([CH3:12])[CH3:11])=[O:8].O.O.[OH-].[Li+]. The catalyst is C1COCC1. The product is [C:10]([O:9][C:7]([NH:6][CH2:5][CH:4]([C:14]1[CH:15]=[CH:16][C:17]([CH3:20])=[CH:18][CH:19]=1)[C:3]([OH:21])=[O:2])=[O:8])([CH3:13])([CH3:12])[CH3:11]. The yield is 0.930. (3) The reactants are [NH:1]1[C:6]2[CH:7]=[CH:8][CH:9]=[CH:10][C:5]=2[C:4](=O)[O:3]C1=O.[Br:13][C:14]1[C:15]([CH3:21])=[C:16]([CH:18]=[CH:19][CH:20]=1)[NH2:17]. No catalyst specified. The product is [NH2:1][C:6]1[CH:7]=[CH:8][CH:9]=[CH:10][C:5]=1[C:4]([NH:17][C:16]1[CH:18]=[CH:19][CH:20]=[C:14]([Br:13])[C:15]=1[CH3:21])=[O:3]. The yield is 0.240. (4) The reactants are Br[C:2]1[CH:3]=[N:4][CH:5]=[C:6]([O:8][CH2:9][CH3:10])[CH:7]=1.[OH-].[NH4+:12].[OH-].[Na+]. The catalyst is [H-].[H-].[H-].[H-].[H-].S([O-])([O-])(=O)=O.[Cu+2]. The product is [CH2:9]([O:8][C:6]1[CH:7]=[C:2]([NH2:12])[CH:3]=[N:4][CH:5]=1)[CH3:10]. The yield is 0.520. (5) No catalyst specified. The yield is 0.160. The reactants are [NH2:1][C:2]1[S:6][N:5]=[C:4]([CH3:7])[C:3]=1[C:8]([OH:10])=O.S(Cl)(Cl)=O.[F:15][C:16]1[CH:29]=[C:28]([F:30])[CH:27]=[CH:26][C:17]=1[O:18][C:19]1[N:24]=[CH:23][C:22]([NH2:25])=[CH:21][CH:20]=1.C(N(CC)CC)C. The product is [NH2:1][C:2]1[S:6][N:5]=[C:4]([CH3:7])[C:3]=1[C:8]([NH:25][C:22]1[CH:23]=[N:24][C:19]([O:18][C:17]2[CH:26]=[CH:27][C:28]([F:30])=[CH:29][C:16]=2[F:15])=[CH:20][CH:21]=1)=[O:10]. (6) The reactants are C[O:2][C:3]([C:5]1([CH2:8][CH2:9][CH2:10][CH2:11][CH2:12][CH2:13][CH2:14][CH2:15][CH2:16][CH2:17][CH2:18][CH2:19][C:20]2([C:23](=[O:28])[NH:24][CH:25]3[CH2:27][CH2:26]3)[CH2:22][CH2:21]2)[CH2:7][CH2:6]1)=[O:4].[OH-].[K+].Cl. The catalyst is CO.O. The product is [CH:25]1([NH:24][C:23]([C:20]2([CH2:19][CH2:18][CH2:17][CH2:16][CH2:15][CH2:14][CH2:13][CH2:12][CH2:11][CH2:10][CH2:9][CH2:8][C:5]3([C:3]([OH:4])=[O:2])[CH2:7][CH2:6]3)[CH2:22][CH2:21]2)=[O:28])[CH2:27][CH2:26]1. The yield is 0.760.